Dataset: Full USPTO retrosynthesis dataset with 1.9M reactions from patents (1976-2016). Task: Predict the reactants needed to synthesize the given product. (1) Given the product [CH2:35]([N:14]1[C:13]([C:15]2[CH:16]=[N:17][CH:18]=[CH:19][CH:20]=2)=[C:12]2[C:7](=[CH:8][CH:9]([C:29]3[CH:34]=[CH:33][C:32]([C:35]([F:36])([F:38])[F:37])=[CH:31][CH:30]=3)[C:10](=[O:28])[NH:11]2)[C:6]([OH:39])=[C:5]1[C:3]([NH:11][CH2:10][CH2:9][C:43]([OH:46])=[O:44])=[O:4])[C:32]1[CH:33]=[CH:34][CH:29]=[CH:30][CH:31]=1, predict the reactants needed to synthesize it. The reactants are: CO[C:3]([C:5]1[C:6]([OH:39])=[C:7]2[C:12](=[C:13]([C:15]3[CH:16]=[N:17][CH:18]=[CH:19][CH:20]=3)[N:14]=1)[N:11](CC1C=CC=CC=1)[C:10](=[O:28])[C:9]([C:29]1[CH:34]=[CH:33][C:32]([C:35]([F:38])([F:37])[F:36])=[CH:31][CH:30]=1)=[CH:8]2)=[O:4].C[O-].[Na+].[C:43]([O-:46])(O)=[O:44].[Na+]. (2) Given the product [CH3:17][O:18][NH:19][C:2]1[N:3]=[CH:4][CH:5]=[C:6]2[CH:10]=[CH:9][O:8][C:7]=12, predict the reactants needed to synthesize it. The reactants are: Cl[C:2]1[N:3]=[CH:4][CH:5]=[C:6]2[CH:10]=[CH:9][O:8][C:7]=12.C(O)CCC.Cl.[CH3:17][O:18][NH2:19]. (3) The reactants are: [C:1]([OH:6])(=[O:5])[C:2](C)=C.C1(C)C=CC(S(O)(=O)=[O:14])=CC=1.[CH3:22][C:23]1([CH3:27])N([O])[C:23]([CH3:27])([CH3:26])[CH2:22]C[CH2:26]1. Given the product [CH2:1]1[O:6][CH2:2]1.[OH:14][CH2:22][C:23]([CH3:27])([CH2:1][OH:5])[CH3:26], predict the reactants needed to synthesize it.